Predict the product of the given reaction. From a dataset of Forward reaction prediction with 1.9M reactions from USPTO patents (1976-2016). Given the reactants [CH3:1][S:2]([N:5]1[CH2:10][CH2:9][C:8]2[N:11]([CH2:24][CH:25]3[CH2:27][O:26]3)[N:12]=[C:13]([C:14]3[CH:19]=[CH:18][C:17]([C:20]([F:23])([F:22])[F:21])=[CH:16][CH:15]=3)[C:7]=2[CH2:6]1)(=[O:4])=[O:3].[Cl:28][C:29]1[CH:37]=[C:36]2[C:32]([CH:33]=[CH:34][N:35]2[CH:38]2[CH2:43][CH2:42][NH:41][CH2:40][CH2:39]2)=[CH:31][CH:30]=1, predict the reaction product. The product is: [Cl:28][C:29]1[CH:37]=[C:36]2[C:32]([CH:33]=[CH:34][N:35]2[CH:38]2[CH2:43][CH2:42][N:41]([CH2:27][CH:25]([OH:26])[CH2:24][N:11]3[C:8]4[CH2:9][CH2:10][N:5]([S:2]([CH3:1])(=[O:4])=[O:3])[CH2:6][C:7]=4[C:13]([C:14]4[CH:19]=[CH:18][C:17]([C:20]([F:23])([F:21])[F:22])=[CH:16][CH:15]=4)=[N:12]3)[CH2:40][CH2:39]2)=[CH:31][CH:30]=1.